Dataset: Peptide-MHC class I binding affinity with 185,985 pairs from IEDB/IMGT. Task: Regression. Given a peptide amino acid sequence and an MHC pseudo amino acid sequence, predict their binding affinity value. This is MHC class I binding data. The peptide sequence is FLHESDPMV. The MHC is HLA-A02:06 with pseudo-sequence HLA-A02:06. The binding affinity (normalized) is 1.00.